This data is from NCI-60 drug combinations with 297,098 pairs across 59 cell lines. The task is: Regression. Given two drug SMILES strings and cell line genomic features, predict the synergy score measuring deviation from expected non-interaction effect. (1) Drug 1: CC12CCC(CC1=CCC3C2CCC4(C3CC=C4C5=CN=CC=C5)C)O. Drug 2: C1=NC2=C(N1)C(=S)N=CN2. Cell line: MALME-3M. Synergy scores: CSS=-1.66, Synergy_ZIP=-6.47, Synergy_Bliss=-14.4, Synergy_Loewe=-19.5, Synergy_HSA=-14.2. (2) Drug 1: CCN(CC)CCNC(=O)C1=C(NC(=C1C)C=C2C3=C(C=CC(=C3)F)NC2=O)C. Drug 2: CN(CCCl)CCCl.Cl. Cell line: T-47D. Synergy scores: CSS=17.7, Synergy_ZIP=-9.13, Synergy_Bliss=-1.14, Synergy_Loewe=-8.64, Synergy_HSA=-0.183. (3) Drug 1: CS(=O)(=O)OCCCCOS(=O)(=O)C. Drug 2: C(CCl)NC(=O)N(CCCl)N=O. Cell line: HOP-62. Synergy scores: CSS=-4.35, Synergy_ZIP=2.40, Synergy_Bliss=-0.123, Synergy_Loewe=-4.88, Synergy_HSA=-5.45. (4) Drug 1: CC1=C2C(C(=O)C3(C(CC4C(C3C(C(C2(C)C)(CC1OC(=O)C(C(C5=CC=CC=C5)NC(=O)OC(C)(C)C)O)O)OC(=O)C6=CC=CC=C6)(CO4)OC(=O)C)OC)C)OC. Drug 2: C1=NNC2=C1C(=O)NC=N2. Cell line: NCIH23. Synergy scores: CSS=37.1, Synergy_ZIP=-9.04, Synergy_Bliss=-7.78, Synergy_Loewe=-13.7, Synergy_HSA=-3.80. (5) Drug 1: C1CCC(C1)C(CC#N)N2C=C(C=N2)C3=C4C=CNC4=NC=N3. Drug 2: C1C(C(OC1N2C=NC(=NC2=O)N)CO)O. Cell line: SF-539. Synergy scores: CSS=-0.753, Synergy_ZIP=-4.33, Synergy_Bliss=-8.50, Synergy_Loewe=-10.1, Synergy_HSA=-9.48.